Dataset: Reaction yield outcomes from USPTO patents with 853,638 reactions. Task: Predict the reaction yield, written as a fraction of the theoretical maximum amount of product (1.0 means a 100% yield; for example, 0.34 means a 34% yield). (1) The reactants are CC([O-])(C)C.[K+].CC1C=CC(S([CH2:17][N+:18]#[C-])(=O)=O)=CC=1.[CH2:20]([O:27][C:28]1[CH:29]=[C:30]([CH:33]=[CH:34][C:35]=1[O:36][CH3:37])[CH:31]=O)[C:21]1[CH:26]=[CH:25][CH:24]=[CH:23][CH:22]=1.CO. The catalyst is C1COCC1.O. The product is [CH2:20]([O:27][C:28]1[CH:29]=[C:30]([CH2:31][C:17]#[N:18])[CH:33]=[CH:34][C:35]=1[O:36][CH3:37])[C:21]1[CH:26]=[CH:25][CH:24]=[CH:23][CH:22]=1. The yield is 0.480. (2) The reactants are Br.[N+:2]([C:5]1[CH:10]=[CH:9][C:8]([CH2:11][C@@H:12]([C:14]2[N:15]=[C:16]([C:19]3[CH:24]=[CH:23][CH:22]=[CH:21][CH:20]=3)[S:17][CH:18]=2)[NH2:13])=[CH:7][CH:6]=1)([O-:4])=[O:3].C([O-])([O-])=O.[Ca+2].C(Cl)(Cl)(Cl)Cl.[C:35](Cl)(Cl)=[S:36]. The catalyst is O.C(Cl)Cl. The product is [N:13]([C@H:12]([C:14]1[N:15]=[C:16]([C:19]2[CH:20]=[CH:21][CH:22]=[CH:23][CH:24]=2)[S:17][CH:18]=1)[CH2:11][C:8]1[CH:7]=[CH:6][C:5]([N+:2]([O-:4])=[O:3])=[CH:10][CH:9]=1)=[C:35]=[S:36]. The yield is 0.730. (3) The catalyst is O.C1COCC1. The yield is 0.900. The product is [C:15]([O:14][C:12]([N:10]([CH3:11])[CH2:9][C:8]([N:6]([CH2:5][C:4]([OH:20])=[O:3])[CH3:7])=[O:19])=[O:13])([CH3:18])([CH3:17])[CH3:16]. The reactants are C([O:3][C:4](=[O:20])[CH2:5][N:6]([C:8](=[O:19])[CH2:9][N:10]([C:12]([O:14][C:15]([CH3:18])([CH3:17])[CH3:16])=[O:13])[CH3:11])[CH3:7])C.[Li+].[OH-]. (4) The reactants are Cl[C:2]1[CH:7]=[CH:6][C:5]([C:8]2([C:14]#[N:15])[CH2:13][CH2:12][O:11][CH2:10][CH2:9]2)=[CH:4][CH:3]=1.C1(P(C2CCCCC2)C2CCCCC2)CCCCC1.[B:35]1([B:35]2[O:39][C:38]([CH3:41])([CH3:40])[C:37]([CH3:43])([CH3:42])[O:36]2)[O:39][C:38]([CH3:41])([CH3:40])[C:37]([CH3:43])([CH3:42])[O:36]1.CC([O-])=O.[K+]. The catalyst is O1CCOCC1.C1C=CC(/C=C/C(/C=C/C2C=CC=CC=2)=O)=CC=1.C1C=CC(/C=C/C(/C=C/C2C=CC=CC=2)=O)=CC=1.[Pd]. The product is [CH3:42][C:37]1([CH3:43])[C:38]([CH3:41])([CH3:40])[O:39][B:35]([C:2]2[CH:7]=[CH:6][C:5]([C:8]3([C:14]#[N:15])[CH2:13][CH2:12][O:11][CH2:10][CH2:9]3)=[CH:4][CH:3]=2)[O:36]1. The yield is 0.810. (5) The reactants are COC1C=C(N2CCC(=O)CC2)C=CC=1[N+]([O-])=O.Cl.F[C@H]1CCNC1.[F:26][C:27]1(F)[CH2:32]C[CH2:30][N:29]([CH:33]2[CH2:38][CH2:37][N:36]([C:39]3[CH:44]=[CH:43][C:42]([N+:45]([O-:47])=[O:46])=[C:41]([O:48][CH3:49])[CH:40]=3)[CH2:35][CH2:34]2)[CH2:28]1. No catalyst specified. The product is [F:26][C@H:27]1[CH2:32][CH2:30][N:29]([CH:33]2[CH2:38][CH2:37][N:36]([C:39]3[CH:44]=[CH:43][C:42]([N+:45]([O-:47])=[O:46])=[C:41]([O:48][CH3:49])[CH:40]=3)[CH2:35][CH2:34]2)[CH2:28]1. The yield is 1.00. (6) The reactants are [CH2:1]([C:5]1[N:9]([C:10]2[CH:15]=[CH:14][CH:13]=[CH:12][CH:11]=2)[N:8]=[C:7]([CH2:16][NH:17][CH3:18])[CH:6]=1)[CH:2]([CH3:4])[CH3:3].C(N(CC)CC)C.[C:26]1([S:32](Cl)(=[O:34])=[O:33])[CH:31]=[CH:30][CH:29]=[CH:28][CH:27]=1.O. The catalyst is ClCCl. The product is [CH3:18][N:17]([CH2:16][C:7]1[CH:6]=[C:5]([CH2:1][CH:2]([CH3:4])[CH3:3])[N:9]([C:10]2[CH:11]=[CH:12][CH:13]=[CH:14][CH:15]=2)[N:8]=1)[S:32]([C:26]1[CH:31]=[CH:30][CH:29]=[CH:28][CH:27]=1)(=[O:34])=[O:33]. The yield is 0.525.